From a dataset of hERG potassium channel inhibition data for cardiac toxicity prediction from Karim et al.. Regression/Classification. Given a drug SMILES string, predict its toxicity properties. Task type varies by dataset: regression for continuous values (e.g., LD50, hERG inhibition percentage) or binary classification for toxic/non-toxic outcomes (e.g., AMES mutagenicity, cardiotoxicity, hepatotoxicity). Dataset: herg_karim. (1) The molecule is Nc1ccc(-c2cccs2)cc1NC(=O)c1ccc(N2CCC3(CC2)NC(=O)NC3=O)nc1. The result is 1 (blocker). (2) The compound is Nc1nccn1CC(O)c1ccc(Cl)cc1F. The result is 0 (non-blocker). (3) The compound is N#Cc1ccc(COC[C@H]2O[C@@H](n3c(NCc4ccc(Cl)c(Cl)c4)nc4c(N)ncnc43)[C@H](O)[C@@H]2O)cc1. The result is 0 (non-blocker). (4) The drug is O=S1(=O)CCN(c2ccc(Nc3ncc4ccn(-c5ccccn5)c4n3)cc2)CC1. The result is 0 (non-blocker). (5) The result is 0 (non-blocker). The molecule is COc1cc(N2CCC(N3CCN(C)CC3)CC2)ccc1Nc1ncc(Cl)c(Nc2ccccc2S(=O)(=O)C(C)C)n1. (6) The compound is CCCn1c(-c2ccccn2)cc(C(=O)NCCCN2CCN(c3cccc(Cl)c3Cl)CC2)c1C. The result is 1 (blocker).